Dataset: Peptide-MHC class I binding affinity with 185,985 pairs from IEDB/IMGT. Task: Regression. Given a peptide amino acid sequence and an MHC pseudo amino acid sequence, predict their binding affinity value. This is MHC class I binding data. The peptide sequence is RPAPARLPL. The MHC is HLA-B08:01 with pseudo-sequence HLA-B08:01. The binding affinity (normalized) is 0.403.